This data is from Forward reaction prediction with 1.9M reactions from USPTO patents (1976-2016). The task is: Predict the product of the given reaction. (1) Given the reactants Cl.[CH3:2][CH:3]([O:5][C:6]1[CH:13]=[CH:12][C:11]([C:14]2[O:18][N:17]=[C:16]([C:19]3[CH:29]=[CH:28][C:22]4[CH2:23][CH2:24][NH:25][CH2:26][CH2:27][C:21]=4[CH:20]=3)[N:15]=2)=[CH:10][C:7]=1[C:8]#[N:9])[CH3:4].Br[CH2:31][CH2:32][NH:33][C:34](=[O:40])[O:35][C:36]([CH3:39])([CH3:38])[CH3:37].C(=O)([O-])[O-].[K+].[K+].O, predict the reaction product. The product is: [C:8]([C:7]1[CH:10]=[C:11]([C:14]2[O:18][N:17]=[C:16]([C:19]3[CH:29]=[CH:28][C:22]4[CH2:23][CH2:24][N:25]([CH2:31][CH2:32][NH:33][C:34](=[O:40])[O:35][C:36]([CH3:39])([CH3:38])[CH3:37])[CH2:26][CH2:27][C:21]=4[CH:20]=3)[N:15]=2)[CH:12]=[CH:13][C:6]=1[O:5][CH:3]([CH3:2])[CH3:4])#[N:9]. (2) Given the reactants [CH:1]([C:4]1[CH:9]=[CH:8][C:7]([S:10]([CH2:13][C:14]2[CH:19]=[CH:18][C:17]([CH2:20][C:21](O)=[O:22])=[CH:16][CH:15]=2)(=[O:12])=[O:11])=[CH:6][CH:5]=1)([CH3:3])[CH3:2].CN(C)C=O.[CH2:29]([NH2:32])[CH2:30][CH3:31].O, predict the reaction product. The product is: [CH:1]([C:4]1[CH:9]=[CH:8][C:7]([S:10]([CH2:13][C:14]2[CH:15]=[CH:16][C:17]([CH2:20][C:21]([NH:32][CH2:29][CH2:30][CH3:31])=[O:22])=[CH:18][CH:19]=2)(=[O:11])=[O:12])=[CH:6][CH:5]=1)([CH3:2])[CH3:3]. (3) Given the reactants [N+:1]([C:4]1[CH:9]=[CH:8][C:7]([C:10]2[N:11]=[CH:12][N:13]([CH2:15][CH2:16][C:17]([NH:20][CH2:21][CH:22]([C:24]3[CH:25]=[C:26]([NH:30][S:31]([C:34]4[CH:39]=[CH:38][CH:37]=[CH:36][CH:35]=4)(=[O:33])=[O:32])[CH:27]=[CH:28][CH:29]=3)[OH:23])([CH3:19])[CH3:18])[CH:14]=2)=[CH:6][CH:5]=1)([O-])=O, predict the reaction product. The product is: [NH2:1][C:4]1[CH:5]=[CH:6][C:7]([C:10]2[N:11]=[CH:12][N:13]([CH2:15][CH2:16][C:17]([NH:20][CH2:21][CH:22]([C:24]3[CH:25]=[C:26]([NH:30][S:31]([C:34]4[CH:35]=[CH:36][CH:37]=[CH:38][CH:39]=4)(=[O:33])=[O:32])[CH:27]=[CH:28][CH:29]=3)[OH:23])([CH3:18])[CH3:19])[CH:14]=2)=[CH:8][CH:9]=1. (4) Given the reactants [C:1]1(C)[CH:6]=CC=[CH:3][CH:2]=1.C(=O)/C=C/C.[Br:13][C:14]1[CH:20]=[CH:19][C:17]([NH2:18])=[C:16]([F:21])[CH:15]=1, predict the reaction product. The product is: [Br:13][C:14]1[CH:20]=[C:19]2[C:17](=[C:16]([F:21])[CH:15]=1)[N:18]=[C:2]([CH3:3])[CH:1]=[CH:6]2. (5) Given the reactants [N-]1C=CN=C1.[Cl:6][C:7]1[CH:23]=[C:22]([F:24])[C:21]([F:25])=[CH:20][C:8]=1[C:9]([NH:11][C:12]1[NH:16][N:15]=[C:14]([C:17]([OH:19])=O)[CH:13]=1)=[O:10].[N:26]1[CH:31]=[CH:30][CH:29]=[C:28]([CH2:32][NH2:33])[CH:27]=1.O.C(=O)([O-])O.[Na+], predict the reaction product. The product is: [N:26]1[CH:31]=[CH:30][CH:29]=[C:28]([CH2:32][NH:33][C:17]([C:14]2[CH:13]=[C:12]([NH:11][C:9](=[O:10])[C:8]3[CH:20]=[C:21]([F:25])[C:22]([F:24])=[CH:23][C:7]=3[Cl:6])[NH:16][N:15]=2)=[O:19])[CH:27]=1.